This data is from Drug-target binding data from BindingDB using IC50 measurements. The task is: Regression. Given a target protein amino acid sequence and a drug SMILES string, predict the binding affinity score between them. We predict pIC50 (pIC50 = -log10(IC50 in M); higher means more potent). Dataset: bindingdb_ic50. (1) The compound is O=C(NC1CCN(Cc2ccccc2)CC1)c1cccc(C(F)(F)F)c1. The target protein (P48066) has sequence MTAEKALPLGNGKAAEEARESEAPGGGCSSGGAAPARHPRVKRDKAVHERGHWNNKVEFVLSVAGEIIGLGNVWRFPYLCYKNGGGAFLIPYVVFFICCGIPVFFLETALGQFTSEGGITCWRKVCPLFEGIGYATQVIEAHLNVYYIIILAWAIFYLSNCFTTELPWATCGHEWNTENCVEFQKLNVSNYSHVSLQNATSPVMEFWEHRVLAISDGIEHIGNLRWELALCLLAAWTICYFCIWKGTKSTGKVVYVTATFPYIMLLILLIRGVTLPGASEGIKFYLYPDLSRLSDPQVWVDAGTQIFFSYAICLGCLTALGSYNNYNNNCYRDCIMLCCLNSGTSFVAGFAIFSVLGFMAYEQGVPIAEVAESGPGLAFIAYPKAVTMMPLSPLWATLFFMMLIFLGLDSQFVCVESLVTAVVDMYPKVFRRGYRRELLILALSVISYFLGLVMLTEGGMYIFQLFDSYAASGMCLLFVAIFECICIGWVYGSNRFYDNI.... The pIC50 is 3.3. (2) The small molecule is O=C(Nc1ccc(Nc2ccccc2)cc1)c1ccccc1F. The target protein (G5EFF5) has sequence MGTNGGVIAEQSMEIETNENPDKVEEPVVRRKRVTRRRHRRIHSKNNCLTPPNSDDDPQMSTPDDPVIHSPPSIGAAPGMNGYHGSGVKLEESSGACGSPDDGLLDSSEESRRRQKTCRVCGDHATGYNFNVITCESCKAFFRRNALRPKEFKCPYSEDCEINSVSRRFCQKCRLRKCFTVGMKKEWILNEEQLRRRKNSRLNNTGTCNKRSQPGNQQSPQGPNQQPHLSPHHPGVAIYPPQPQRPLTINPMDNQMMHHMQANRPNAMPQLISPPGAQPYPLTSPVGSSASDSPPNRSLTMMHNGEKSPDGYDPNIMAHRAPPPSFNNRPKMDSGQVVLSTEEYKQLLSRIPGAQVPGLMNEEEPINKRAAYNCNGHPMPAETTPPYSAPMSDMSLSRHNSTSSGTEKNHMTHSTVSAIPGNSAQNHFDIASFGMGIVTATGGGDAAEEMYKRMNMFYENCIQSALDSPENQEPKPQEAMIPKEEYMTPTHGFQYQSDPY.... The pIC50 is 4.2. (3) The drug is O=c1cc(-c2ccccc2)nc2c(-c3ccccc3)c(C(F)(F)F)[nH]n12. The target protein (P9WNS3) has sequence MLQQIRGPADLQHLSQAQLRELAAEIREFLIHKVAATGGHLGPNLGVVELTLALHRVFDSPHDPIIFDTGHQAYVHKMLTGRSQDFATLRKKGGLSGYPSRAESEHDWVESSHASAALSYADGLAKAFELTGHRNRHVVAVVGDGALTGGMCWEALNNIAASRRPVIIVVNDNGRSYAPTIGGVADHLATLRLQPAYEQALETGRDLVRAVPLVGGLWFRFLHSVKAGIKDSLSPQLLFTDLGLKYVGPVDGHDERAVEVALRSARRFGAPVIVHVVTRKGMGYPPAEADQAEQMHSTVPIDPATGQATKVAGPGWTATFSDALIGYAQKRRDIVAITAAMPGPTGLTAFGQRFPDRLFDVGIAEQHAMTSAAGLAMGGLHPVVAIYSTFLNRAFDQIMMDVALHKLPVTMVLDRAGITGSDGASHNGMWDLSMLGIVPGIRVAAPRDATRLREELGEALDVDDGPTALRFPKGDVGEDISALERRGGVDVLAAPADGLN.... The pIC50 is 4.6.